The task is: Predict which catalyst facilitates the given reaction.. This data is from Catalyst prediction with 721,799 reactions and 888 catalyst types from USPTO. (1) Reactant: C([O:3][C:4](=[O:28])[CH2:5][N:6]1[CH2:12][C:11]([CH3:13])=[CH:10][CH2:9][CH:8]([NH:14][C:15]([C:17]2[C:26]3[C:21](=[CH:22][CH:23]=[CH:24][CH:25]=3)[CH:20]=[CH:19][N:18]=2)=[O:16])[C:7]1=[O:27])C.[Li+].[OH-]. Product: [C:17]1([C:15]([NH:14][CH:8]2[CH2:9][CH:10]=[C:11]([CH3:13])[CH2:12][N:6]([CH2:5][C:4]([OH:28])=[O:3])[C:7]2=[O:27])=[O:16])[C:26]2[C:21](=[CH:22][CH:23]=[CH:24][CH:25]=2)[CH:20]=[CH:19][N:18]=1. The catalyst class is: 20. (2) Reactant: Cl[C:2]1[CH:7]=[C:6]([Cl:8])[N:5]=[C:4]([CH3:9])[N:3]=1.C[CH2:11][N:12](C(C)C)C(C)C.CN. Product: [Cl:8][C:6]1[N:5]=[C:4]([CH3:9])[N:3]=[C:2]([NH:12][CH3:11])[CH:7]=1. The catalyst class is: 1. (3) Reactant: [Si:1]([O:8][CH2:9][C@H:10]1[N:14]([C:15]([O:17][C:18]([CH3:21])([CH3:20])[CH3:19])=[O:16])[C:13](=[O:22])[C:12]([CH3:24])([CH3:23])[CH2:11]1)([C:4]([CH3:7])([CH3:6])[CH3:5])([CH3:3])[CH3:2].[Li+].[OH-:26]. Product: [C:18]([O:17][C:15]([NH:14][C@H:10]([CH2:9][O:8][Si:1]([C:4]([CH3:5])([CH3:6])[CH3:7])([CH3:2])[CH3:3])[CH2:11][C:12]([CH3:24])([CH3:23])[C:13]([OH:26])=[O:22])=[O:16])([CH3:19])([CH3:21])[CH3:20]. The catalyst class is: 20. (4) Reactant: C(OC([N:8]1[C:16]2[C:11](=[CH:12][CH:13]=[C:14]([Cl:17])[CH:15]=2)/[C:10](=[CH:18]/[C:19]2[CH:24]=[C:23]([Cl:25])[CH:22]=[CH:21][C:20]=2[N:26]2[CH2:31][CH2:30][N:29]([C:32]([O:34][C:35]([CH3:38])([CH3:37])[CH3:36])=[O:33])[CH2:28][CH2:27]2)/[C:9]1=[O:39])=O)(C)(C)C.[F:40][C:41]1[CH:42]=[CH:43][C:44]([CH3:56])=[C:45]([CH:47]=[N:48][C:49]([O:51][Si](C)(C)C)=[CH2:50])[CH:46]=1. Product: [C:35]([O:34][C:32]([N:29]1[CH2:28][CH2:27][N:26]([C:20]2[CH:21]=[CH:22][C:23]([Cl:25])=[CH:24][C:19]=2[CH:18]2[CH2:50][C:49](=[O:51])[NH:48][CH:47]([C:45]3[CH:46]=[C:41]([F:40])[CH:42]=[CH:43][C:44]=3[CH3:56])[C:10]32[C:11]2[C:16](=[CH:15][C:14]([Cl:17])=[CH:13][CH:12]=2)[NH:8][C:9]3=[O:39])[CH2:31][CH2:30]1)=[O:33])([CH3:38])([CH3:36])[CH3:37]. The catalyst class is: 11. (5) Reactant: [C:1]1([Mg]Br)[CH:6]=[CH:5][CH:4]=[CH:3][CH:2]=1.[NH2:9][C:10]1[CH:17]=[C:16]([O:18][CH3:19])[CH:15]=[CH:14][C:11]=1[C:12]#N.Cl.[OH-:21].[Na+]. Product: [NH2:9][C:10]1[CH:17]=[C:16]([O:18][CH3:19])[CH:15]=[CH:14][C:11]=1[C:12]([C:1]1[CH:6]=[CH:5][CH:4]=[CH:3][CH:2]=1)=[O:21]. The catalyst class is: 27. (6) Reactant: [Br:1][C:2]1[CH:3]=[C:4]([CH:9]([NH2:11])[CH3:10])[CH:5]=[C:6]([F:8])[CH:7]=1.[C:12](O[C:12]([O:14][C:15]([CH3:18])([CH3:17])[CH3:16])=[O:13])([O:14][C:15]([CH3:18])([CH3:17])[CH3:16])=[O:13].C(N(CC)CC)C. Product: [Br:1][C:2]1[CH:3]=[C:4]([CH:9]([NH:11][C:12](=[O:13])[O:14][C:15]([CH3:18])([CH3:17])[CH3:16])[CH3:10])[CH:5]=[C:6]([F:8])[CH:7]=1. The catalyst class is: 2. (7) Reactant: C(=O)C1C=CC=CC=1.[CH3:9][NH:10][CH:11]1[CH2:16][CH2:15][CH:14]([NH2:17])[CH2:13][CH2:12]1.[C:26](O[C:26]([O:28][C:29]([CH3:32])([CH3:31])[CH3:30])=[O:27])([O:28][C:29]([CH3:32])([CH3:31])[CH3:30])=[O:27].S([O-])(O)(=O)=O.[K+]. Product: [C:29]([O:28][C:26](=[O:27])[N:10]([CH:11]1[CH2:16][CH2:15][CH:14]([NH2:17])[CH2:13][CH2:12]1)[CH3:9])([CH3:30])([CH3:31])[CH3:32]. The catalyst class is: 11. (8) Reactant: [OH:1][C:2]1[N:6]([CH3:7])[N:5]=[C:4]([C:8]([OH:10])=O)[CH:3]=1.CN(C(ON1N=NC2C=CC(=CC1=2)Cl)=[N+](C)C)C.F[P-](F)(F)(F)(F)F.CCN(C(C)C)C(C)C.C([O:47][C:48](=[O:68])[C@H:49]([OH:67])[CH2:50][C@H:51]([NH2:66])[CH2:52][C:53]1[CH:58]=[CH:57][C:56]([C:59]2[CH:64]=[CH:63][CH:62]=[C:61]([Cl:65])[CH:60]=2)=[CH:55][CH:54]=1)C.CCO.[Li+].[OH-].O. Product: [Cl:65][C:61]1[CH:60]=[C:59]([C:56]2[CH:55]=[CH:54][C:53]([CH2:52][C@@H:51]([NH:66][C:8]([C:4]3[CH:3]=[C:2]([OH:1])[N:6]([CH3:7])[N:5]=3)=[O:10])[CH2:50][C@@H:49]([OH:67])[C:48]([OH:68])=[O:47])=[CH:58][CH:57]=2)[CH:64]=[CH:63][CH:62]=1. The catalyst class is: 3.